From a dataset of Forward reaction prediction with 1.9M reactions from USPTO patents (1976-2016). Predict the product of the given reaction. (1) Given the reactants [F:1][C:2]1[CH:3]=[C:4]([CH:40]=[CH:41][CH:42]=1)[CH2:5][N:6]1[CH:10]=[C:9]([C:11]2[C:19]3[C:14](=[N:15][CH:16]=[C:17]([C:20]4[CH:21]=[C:22]([CH:37]=[CH:38][CH:39]=4)[CH2:23][CH:24]4[CH2:29][CH2:28][N:27](C(OC(C)(C)C)=O)[CH2:26][CH2:25]4)[CH:18]=3)[NH:13][CH:12]=2)[CH:8]=[N:7]1, predict the reaction product. The product is: [F:1][C:2]1[CH:3]=[C:4]([CH:40]=[CH:41][CH:42]=1)[CH2:5][N:6]1[CH:10]=[C:9]([C:11]2[C:19]3[C:14](=[N:15][CH:16]=[C:17]([C:20]4[CH:39]=[CH:38][CH:37]=[C:22]([CH2:23][CH:24]5[CH2:25][CH2:26][NH:27][CH2:28][CH2:29]5)[CH:21]=4)[CH:18]=3)[NH:13][CH:12]=2)[CH:8]=[N:7]1. (2) Given the reactants [Cl:1][C:2]1[N:10]=[C:9]2[C:5]([N:6]([CH2:11][C:12]3[CH:17]=[CH:16][C:15]([C:18]([F:21])([F:20])[F:19])=[CH:14][CH:13]=3)[CH:7]=[N:8]2)=[C:4](Cl)[N:3]=1.C(N(CC)CC)C.[CH:30]1([C@H:33]([NH2:35])[CH3:34])[CH2:32][CH2:31]1.O, predict the reaction product. The product is: [Cl:1][C:2]1[N:10]=[C:9]2[C:5]([N:6]([CH2:11][C:12]3[CH:17]=[CH:16][C:15]([C:18]([F:21])([F:20])[F:19])=[CH:14][CH:13]=3)[CH:7]=[N:8]2)=[C:4]([NH:35][C@@H:33]([CH:30]2[CH2:32][CH2:31]2)[CH3:34])[N:3]=1.